From a dataset of Catalyst prediction with 721,799 reactions and 888 catalyst types from USPTO. Predict which catalyst facilitates the given reaction. Reactant: Cl[C:2]1[C:11]2=[N:12][N:13](CC3C=CC(OC)=CC=3)[CH:14]=[C:10]2[C:9]2[CH:8]=[C:7]([O:24][CH3:25])[CH:6]=[CH:5][C:4]=2[N:3]=1.[CH3:26][O:27][C:28]1[CH:34]=[CH:33][C:31]([NH2:32])=[CH:30][CH:29]=1.Cl. Product: [CH3:26][O:27][C:28]1[CH:34]=[CH:33][C:31]([NH:32][C:2]2[C:11]3=[N:12][NH:13][CH:14]=[C:10]3[C:9]3[CH:8]=[C:7]([O:24][CH3:25])[CH:6]=[CH:5][C:4]=3[N:3]=2)=[CH:30][CH:29]=1. The catalyst class is: 71.